From a dataset of Full USPTO retrosynthesis dataset with 1.9M reactions from patents (1976-2016). Predict the reactants needed to synthesize the given product. (1) Given the product [F:1][C:2]1[CH:3]=[CH:4][C:5]([C:11]([F:14])([F:13])[F:12])=[C:6]([C:16]2[N:21]=[C:20]([NH2:22])[N:19]=[C:18]([NH:23][CH3:24])[CH:17]=2)[CH:7]=1, predict the reactants needed to synthesize it. The reactants are: [F:1][C:2]1[CH:3]=[CH:4][C:5]([C:11]([F:14])([F:13])[F:12])=[C:6](B(O)O)[CH:7]=1.I[C:16]1[N:21]=[C:20]([NH2:22])[N:19]=[C:18]([NH:23][CH3:24])[CH:17]=1. (2) Given the product [C:1]([O:5][C:6]([N:8]1[C:12]2=[C:13]([Cl:20])[N:14]=[CH:15][C:16]([C:17]([N:24]3[CH2:29][CH2:28][O:27][CH2:26][CH2:25]3)=[O:19])=[C:11]2[C:10]([CH3:21])=[CH:9]1)=[O:7])([CH3:4])([CH3:3])[CH3:2], predict the reactants needed to synthesize it. The reactants are: [C:1]([O:5][C:6]([N:8]1[C:12]2[C:13]([Cl:20])=[N:14][CH:15]=[C:16]([C:17]([OH:19])=O)[C:11]=2[C:10]([CH3:21])=[CH:9]1)=[O:7])([CH3:4])([CH3:3])[CH3:2].C([N:24]1[CH2:29][CH2:28][O:27][CH2:26][CH2:25]1)C.N1CCOCC1.O.ON1C2C=CC=CC=2N=N1.Cl.CN(C)CCCN=C=NCC. (3) Given the product [CH3:20][C:21]([CH3:25])=[CH:22][CH2:23][N:13]1[C:12]2[CH:14]=[CH:15][CH:16]=[C:17]([O:18][CH3:19])[C:11]=2[N:10]=[C:9]1[C:3]1[C:4]([F:8])=[CH:5][CH:6]=[CH:7][C:2]=1[F:1], predict the reactants needed to synthesize it. The reactants are: [F:1][C:2]1[CH:7]=[CH:6][CH:5]=[C:4]([F:8])[C:3]=1[C:9]1[NH:10][C:11]2[C:17]([O:18][CH3:19])=[CH:16][CH:15]=[CH:14][C:12]=2[N:13]=1.[CH3:20][C:21]([CH3:25])=[CH:22][CH2:23]Br.[H-].[Na+]. (4) Given the product [N:20]1([CH2:18][CH2:17][CH2:16][C:9]2[C:10]3[C:15](=[CH:14][CH:13]=[CH:12][CH:11]=3)[NH:7][CH:8]=2)[CH2:24][CH2:23][CH2:22][CH2:21]1, predict the reactants needed to synthesize it. The reactants are: [H-].[Al+3].[Li+].[H-].[H-].[H-].[NH:7]1[C:15]2[C:10](=[CH:11][CH:12]=[CH:13][CH:14]=2)[C:9]([CH2:16][CH2:17][C:18]([N:20]2[CH2:24][CH2:23][CH2:22][CH2:21]2)=O)=[CH:8]1.O. (5) The reactants are: C([BH3-])#N.[Na+].[CH:5]([C:8]1[NH:9][C:10]2[C:15]([CH:16]=1)=[CH:14][CH:13]=[CH:12][CH:11]=2)([CH3:7])[CH3:6].O.[OH-].[Na+]. Given the product [CH:5]([CH:8]1[CH2:16][C:15]2[C:10](=[CH:11][CH:12]=[CH:13][CH:14]=2)[NH:9]1)([CH3:7])[CH3:6], predict the reactants needed to synthesize it.